This data is from Reaction yield outcomes from USPTO patents with 853,638 reactions. The task is: Predict the reaction yield, written as a fraction of the theoretical maximum amount of product (1.0 means a 100% yield; for example, 0.34 means a 34% yield). (1) The reactants are [Si:1]([O:8][C@H:9]([CH3:37])[C@@H:10]([NH:26][C:27]1[CH:32]=[CH:31][C:30]([C:33]#[N:34])=[C:29]([Cl:35])[C:28]=1[CH3:36])[C:11]([NH:13][NH:14][C:15](=[O:25])[C:16]1[CH:21]=[CH:20][C:19]([N+:22]([O-:24])=[O:23])=[CH:18][CH:17]=1)=O)([C:4]([CH3:7])([CH3:6])[CH3:5])([CH3:3])[CH3:2].C1C=CC(P(C2C=CC=CC=2)C2C=CC=CC=2)=CC=1.II.CCN(CC)CC. The catalyst is C(Cl)Cl. The product is [Si:1]([O:8][C@H:9]([CH3:37])[C@@H:10]([NH:26][C:27]1[CH:32]=[CH:31][C:30]([C:33]#[N:34])=[C:29]([Cl:35])[C:28]=1[CH3:36])[C:11]1[O:25][C:15]([C:16]2[CH:17]=[CH:18][C:19]([N+:22]([O-:24])=[O:23])=[CH:20][CH:21]=2)=[N:14][N:13]=1)([C:4]([CH3:7])([CH3:5])[CH3:6])([CH3:3])[CH3:2]. The yield is 0.670. (2) The reactants are [C:1]([O:5][C:6](=[O:20])[N:7]([CH2:11][C:12]1[CH:17]=[C:16]([Br:18])[CH:15]=[CH:14][C:13]=1[OH:19])[CH2:8][CH2:9]O)([CH3:4])([CH3:3])[CH3:2].C1(P(C2C=CC=CC=2)C2C=CC=CC=2)C=CC=CC=1.N(C(OC(C)C)=O)=NC(OC(C)C)=O. The catalyst is C(Cl)Cl. The product is [Br:18][C:16]1[CH:15]=[CH:14][C:13]2[O:19][CH2:9][CH2:8][N:7]([C:6]([O:5][C:1]([CH3:4])([CH3:3])[CH3:2])=[O:20])[CH2:11][C:12]=2[CH:17]=1. The yield is 0.530. (3) The reactants are [N:1]1([C:10]([O:12][C:13]([CH3:16])([CH3:15])[CH3:14])=[O:11])[C:5]2=[CH:6][N:7]=[CH:8][CH:9]=[C:4]2[CH:3]=[CH:2]1.CCO. The catalyst is O=[Pt]=O.CC(O)=O. The product is [N:1]1([C:10]([O:12][C:13]([CH3:16])([CH3:15])[CH3:14])=[O:11])[CH:5]2[CH2:6][NH:7][CH2:8][CH2:9][CH:4]2[CH2:3][CH2:2]1. The yield is 0.955. (4) The reactants are [CH3:1][C@H:2]([OH:5])[CH2:3][CH3:4].[N+:6]([C:9]1[CH:16]=[CH:15][CH:14]=[C:13]([N+]([O-])=O)[C:10]=1[C:11]#[N:12])([O-:8])=[O:7]. No catalyst specified. The product is [C@@H:2]([O:5][C:13]1[CH:14]=[CH:15][CH:16]=[C:9]([N+:6]([O-:8])=[O:7])[C:10]=1[C:11]#[N:12])([CH2:3][CH3:4])[CH3:1]. The yield is 0.852. (5) The reactants are [F:1][C:2]1[CH:7]=[C:6]([N+:8]([O-])=O)[CH:5]=[CH:4][C:3]=1[N:11]1[CH2:16][CH2:15][O:14][CH2:13][CH2:12]1. The catalyst is CCO.[Pd]. The product is [F:1][C:2]1[CH:7]=[C:6]([NH2:8])[CH:5]=[CH:4][C:3]=1[N:11]1[CH2:12][CH2:13][O:14][CH2:15][CH2:16]1. The yield is 0.950. (6) The product is [O:11]=[C:6]1[CH2:5][C:4]2[C:8](=[CH:9][CH:10]=[C:2]([NH:1][C:19](=[O:20])[O:21][CH2:22][C:23]([Cl:26])([Cl:25])[Cl:24])[CH:3]=2)[NH:7]1. The catalyst is CN(C)C(=O)C.O1CCCC1. The reactants are [NH2:1][C:2]1[CH:3]=[C:4]2[C:8](=[CH:9][CH:10]=1)[NH:7][C:6](=[O:11])[CH2:5]2.N1C=CC=CC=1.Cl[C:19]([O:21][CH2:22][C:23]([Cl:26])([Cl:25])[Cl:24])=[O:20].O. The yield is 0.872. (7) The reactants are C([Al](Cl)Cl)C.CCCCCC.C[C:13]1[CH2:18][CH2:17][CH2:16][C:15](C)(C)[C:14]=1[CH2:21][CH2:22][CH2:23][CH:24]=[O:25].Cl. The catalyst is C(Cl)Cl.CCOCC. The product is [C:24]1([OH:25])[C:13]2[C:14](=[CH:15][CH:16]=[CH:17][CH:18]=2)[CH:21]=[CH:22][CH:23]=1. The yield is 0.410.